Dataset: Full USPTO retrosynthesis dataset with 1.9M reactions from patents (1976-2016). Task: Predict the reactants needed to synthesize the given product. (1) Given the product [CH3:22][N:19]1[CH2:20][CH2:21][C:9]2[N:8]([C:4]3[CH:3]=[C:2]([C:28]4[CH:27]=[N:26][C:25]([N:24]([CH3:40])[CH3:23])=[N:30][CH:29]=4)[CH:7]=[CH:6][CH:5]=3)[C:16]3[CH:15]=[CH:14][C:13]([CH3:17])=[CH:12][C:11]=3[C:10]=2[CH2:18]1, predict the reactants needed to synthesize it. The reactants are: Br[C:2]1[CH:3]=[C:4]([N:8]2[C:16]3[CH:15]=[CH:14][C:13]([CH3:17])=[CH:12][C:11]=3[C:10]3[CH2:18][N:19]([CH3:22])[CH2:20][CH2:21][C:9]2=3)[CH:5]=[CH:6][CH:7]=1.[CH3:23][N:24]([CH3:40])[C:25]1[N:30]=[CH:29][C:28](B2OC(C)(C)C(C)(C)O2)=[CH:27][N:26]=1.C([O-])([O-])=O.[K+].[K+].O. (2) Given the product [Br:1][C:2]1[CH:7]=[CH:6][C:5]([CH2:8][C:9]([N:20]2[CH2:19][CH:18]([O:17][Si:16]([C:12]([CH3:15])([CH3:14])[CH3:13])([C:28]3[CH:29]=[CH:30][CH:31]=[CH:32][CH:33]=3)[C:22]3[CH:27]=[CH:26][CH:25]=[CH:24][CH:23]=3)[CH2:21]2)=[O:10])=[CH:4][CH:3]=1, predict the reactants needed to synthesize it. The reactants are: [Br:1][C:2]1[CH:7]=[CH:6][C:5]([CH2:8][C:9](Cl)=[O:10])=[CH:4][CH:3]=1.[C:12]([Si:16]([C:28]1[CH:33]=[CH:32][CH:31]=[CH:30][CH:29]=1)([C:22]1[CH:27]=[CH:26][CH:25]=[CH:24][CH:23]=1)[O:17][CH:18]1[CH2:21][NH:20][CH2:19]1)([CH3:15])([CH3:14])[CH3:13].CCN(C(C)C)C(C)C. (3) Given the product [F:1][C:2]1[CH:3]=[C:4]([NH:9][CH:10]2[CH2:15][CH2:14][N:13]([CH3:16])[CH2:12][CH2:11]2)[CH:5]=[CH:6][C:7]=1[NH:8][C:18]1[N:27]=[CH:26][C:25]2[C:20](=[C:21]([C:28]3[CH:29]=[C:30]([NH:34][C:35](=[O:38])[CH:36]=[CH2:37])[CH:31]=[CH:32][CH:33]=3)[CH:22]=[CH:23][CH:24]=2)[N:19]=1, predict the reactants needed to synthesize it. The reactants are: [F:1][C:2]1[CH:3]=[C:4]([NH:9][CH:10]2[CH2:15][CH2:14][N:13]([CH3:16])[CH2:12][CH2:11]2)[CH:5]=[CH:6][C:7]=1[NH2:8].Cl[C:18]1[N:27]=[CH:26][C:25]2[C:20](=[C:21]([C:28]3[CH:29]=[C:30]([NH:34][C:35](=[O:38])[CH:36]=[CH2:37])[CH:31]=[CH:32][CH:33]=3)[CH:22]=[CH:23][CH:24]=2)[N:19]=1.C(O)(C(F)(F)F)=O. (4) Given the product [Cl:32][C:10]1[CH:11]=[C:12]([CH:28]=[C:29]([O:30][CH3:31])[C:9]=1[OH:8])[CH2:13][N:14]([N:23]1[CH:27]=[N:26][N:25]=[CH:24]1)[C:15]1[CH:16]=[CH:17][C:18]([C:19]#[N:20])=[CH:21][CH:22]=1, predict the reactants needed to synthesize it. The reactants are: C([O:8][C:9]1[C:29]([O:30][CH3:31])=[CH:28][C:12]([CH2:13][N:14]([N:23]2[CH:27]=[N:26][N:25]=[CH:24]2)[C:15]2[CH:22]=[CH:21][C:18]([C:19]#[N:20])=[CH:17][CH:16]=2)=[CH:11][C:10]=1[Cl:32])C1C=CC=CC=1. (5) Given the product [O:4]=[C:1]1[CH2:11][CH2:10][CH:9]([CH2:13][C:12]([O:15][CH2:16][C:17]2[CH:7]=[CH:8][CH:9]=[CH:10][CH:11]=2)=[O:14])[CH2:8][CH2:7]1, predict the reactants needed to synthesize it. The reactants are: [C:1](=[O:4])([O-])O.[Na+].C[CH2:7][CH2:8][CH2:9][CH2:10][CH3:11].[C:12]([O:15][CH2:16][CH3:17])(=[O:14])[CH3:13].